This data is from Full USPTO retrosynthesis dataset with 1.9M reactions from patents (1976-2016). The task is: Predict the reactants needed to synthesize the given product. (1) Given the product [CH3:1][O:2][CH2:3][CH2:4][C@H:5]([NH2:14])[C:6]([N:8]1[CH2:13][CH2:12][O:11][CH2:10][CH2:9]1)=[O:7], predict the reactants needed to synthesize it. The reactants are: [CH3:1][O:2][CH2:3][CH2:4][C@H:5]([NH:14]C(=O)OC(C)(C)C)[C:6]([N:8]1[CH2:13][CH2:12][O:11][CH2:10][CH2:9]1)=[O:7].Cl.N[C@H]1CCN([C@H](C(N2CCOCC2)=O)C(C)C)C1=O. (2) Given the product [CH:21]1([N:10]2[C:9]3[N:8]=[C:7]([N:3]4[CH:4]=[CH:5][N:6]=[C:2]4[C:31]4[S:32][CH:33]=[CH:34][N:35]=4)[N:16]=[CH:15][C:14]=3[N:13]([CH3:17])[C:12](=[O:18])[C@H:11]2[CH2:19][CH3:20])[CH2:25][CH2:24][CH2:23][CH2:22]1, predict the reactants needed to synthesize it. The reactants are: Br[C:2]1[N:3]([C:7]2[N:16]=[CH:15][C:14]3[N:13]([CH3:17])[C:12](=[O:18])[C@@H:11]([CH2:19][CH3:20])[N:10]([CH:21]4[CH2:25][CH2:24][CH2:23][CH2:22]4)[C:9]=3[N:8]=2)[CH:4]=[CH:5][N:6]=1.C([Sn](CCCC)(CCCC)[C:31]1[S:32][CH:33]=[CH:34][N:35]=1)CCC. (3) Given the product [C:1]1([C@H:7]2[CH2:12][CH2:11][CH2:10][CH2:9][C@H:8]2[N:13]2[CH2:18][CH2:17][C:16]3([O:32][CH2:27][CH2:26][O:19]3)[CH2:15][CH2:14]2)[CH:2]=[CH:3][CH:4]=[CH:5][CH:6]=1, predict the reactants needed to synthesize it. The reactants are: [C:1]1([C@H:7]2[CH2:12][CH2:11][CH2:10][CH2:9][C@H:8]2[N:13]2[CH2:18][CH2:17][C:16](=[O:19])[CH2:15][CH2:14]2)[CH:6]=[CH:5][CH:4]=[CH:3][CH:2]=1.C1([CH:26]2CCCC[C:27]2=[O:32])C=CC=CC=1.O1C2(CCNCC2)OCC1.O.C1(C)C=CC(S(O)(=O)=O)=CC=1.C(O[BH-](OC(=O)C)OC(=O)C)(=O)C.[Na+].[OH-].[Na+]. (4) Given the product [Cl:3][C:4]1[CH:9]=[C:8]([C:10]([F:12])([F:13])[F:11])[CH:7]=[C:6]([I:1])[C:5]=1[NH2:14], predict the reactants needed to synthesize it. The reactants are: [I:1]Cl.[Cl:3][C:4]1[CH:9]=[C:8]([C:10]([F:13])([F:12])[F:11])[CH:7]=[CH:6][C:5]=1[NH2:14].[OH-].[Na+]. (5) Given the product [C:1]([OH:8])(=[O:7])[CH2:2][CH2:3][C:4]([OH:6])=[O:5].[CH2:9]([OH:16])[CH2:10][CH2:12][CH2:13][OH:14].[C:9]([OH:17])(=[O:16])[CH:10]([CH2:12][C:13]([OH:15])=[O:14])[OH:11], predict the reactants needed to synthesize it. The reactants are: [C:1]([OH:8])(=[O:7])[CH2:2][CH2:3][C:4]([OH:6])=[O:5].[C:9]([OH:17])(=[O:16])[CH:10]([CH2:12][C:13]([OH:15])=[O:14])[OH:11].